From a dataset of Forward reaction prediction with 1.9M reactions from USPTO patents (1976-2016). Predict the product of the given reaction. Given the reactants [C:1]1([S:7]([N:10]2[C:14]3=[N:15][CH:16]=[CH:17][CH:18]=[C:13]3[CH:12]=[C:11]2[C:19](OS(C2C=CC(C)=CC=2)(=O)=O)=[CH:20][CH:21]2[CH2:25][CH2:24][CH2:23][CH2:22]2)(=[O:9])=[O:8])[CH:6]=[CH:5][CH:4]=[CH:3][CH:2]=1.[CH3:37][O:38][C:39]1[CH:44]=[CH:43][C:42](B(O)O)=[CH:41][N:40]=1.C(=O)([O-])[O-].[Na+].[Na+], predict the reaction product. The product is: [C:1]1([S:7]([N:10]2[C:14]3=[N:15][CH:16]=[CH:17][CH:18]=[C:13]3[CH:12]=[C:11]2[C:19]([C:42]2[CH:41]=[N:40][C:39]([O:38][CH3:37])=[CH:44][CH:43]=2)=[CH:20][CH:21]2[CH2:25][CH2:24][CH2:23][CH2:22]2)(=[O:9])=[O:8])[CH:2]=[CH:3][CH:4]=[CH:5][CH:6]=1.